The task is: Regression. Given a peptide amino acid sequence and an MHC pseudo amino acid sequence, predict their binding affinity value. This is MHC class II binding data.. This data is from Peptide-MHC class II binding affinity with 134,281 pairs from IEDB. (1) The peptide sequence is ITNFRAILTAFSPAQ. The MHC is DRB1_0401 with pseudo-sequence DRB1_0401. The binding affinity (normalized) is 0.869. (2) The peptide sequence is FLHSEEGSRAYRNAL. The MHC is HLA-DQA10102-DQB10501 with pseudo-sequence HLA-DQA10102-DQB10501. The binding affinity (normalized) is 0.506. (3) The peptide sequence is APKVKYTVFETALKK. The MHC is HLA-DQA10301-DQB10302 with pseudo-sequence HLA-DQA10301-DQB10302. The binding affinity (normalized) is 0.0711.